Task: Predict the reactants needed to synthesize the given product.. Dataset: Full USPTO retrosynthesis dataset with 1.9M reactions from patents (1976-2016) (1) Given the product [NH2:1][C:2]1[C:3]2[C:10]([C:11]3[CH:16]=[CH:15][CH:14]=[C:13]([O:17][CH2:18][C:19]4[CH:24]=[CH:23][CH:22]=[CH:21][CH:20]=4)[CH:12]=3)=[CH:9][N:8]([C@@H:25]3[CH2:30][CH2:29][C@H:28]([NH:31][C:32]([NH:34][CH2:35][CH2:36][N:39]([CH3:40])[CH3:38])=[O:33])[CH2:27][CH2:26]3)[C:4]=2[N:5]=[CH:6][N:7]=1, predict the reactants needed to synthesize it. The reactants are: [NH2:1][C:2]1[C:3]2[C:10]([C:11]3[CH:16]=[CH:15][CH:14]=[C:13]([O:17][CH2:18][C:19]4[CH:24]=[CH:23][CH:22]=[CH:21][CH:20]=4)[CH:12]=3)=[CH:9][N:8]([C@@H:25]3[CH2:30][CH2:29][C@H:28]([NH:31][C:32]([NH:34][CH2:35][CH2:36]Br)=[O:33])[CH2:27][CH2:26]3)[C:4]=2[N:5]=[CH:6][N:7]=1.[CH3:38][NH:39][CH3:40]. (2) Given the product [Br:1][C:2]1[CH:16]=[C:17]([C:18]([NH2:19])=[O:23])[S:4][CH:3]=1, predict the reactants needed to synthesize it. The reactants are: [Br:1][C:2]1C=C[S:4][C:3]=1C(O)=O.Cl.C(N=C=N[CH2:16][CH2:17][CH2:18][N:19](C)C)C.O.[OH:23]N1C2C=CC=CC=2N=N1.O.